Task: Predict the product of the given reaction.. Dataset: Forward reaction prediction with 1.9M reactions from USPTO patents (1976-2016) (1) The product is: [C:1]1([CH:7]([N:39]2[CH2:40][CH2:41][N:36]([S:33]([CH3:32])(=[O:35])=[O:34])[CH2:37][CH2:38]2)[CH2:8][CH2:9][N:10]2[CH2:15][CH2:14][CH:13]([CH2:16][CH2:17][S:18]([C:21]3[CH:26]=[CH:25][C:24]([S:27]([CH3:30])(=[O:29])=[O:28])=[CH:23][CH:22]=3)(=[O:20])=[O:19])[CH2:12][CH2:11]2)[CH:6]=[CH:5][CH:4]=[CH:3][CH:2]=1. Given the reactants [C:1]1([CH:7](Cl)[CH2:8][CH2:9][N:10]2[CH2:15][CH2:14][CH:13]([CH2:16][CH2:17][S:18]([C:21]3[CH:26]=[CH:25][C:24]([S:27]([CH3:30])(=[O:29])=[O:28])=[CH:23][CH:22]=3)(=[O:20])=[O:19])[CH2:12][CH2:11]2)[CH:6]=[CH:5][CH:4]=[CH:3][CH:2]=1.[CH3:32][S:33]([N:36]1[CH2:41][CH2:40][NH:39][CH2:38][CH2:37]1)(=[O:35])=[O:34].C(N(CC)CC)C, predict the reaction product. (2) Given the reactants [NH:1]1[CH2:6][CH2:5][C:4]2([O:11][C:10]3[C:12]4[C:17]([C:18](=[O:21])[C:19](=[O:20])[C:9]=3[S:8][CH2:7]2)=[CH:16][CH:15]=[CH:14][CH:13]=4)[CH2:3][CH2:2]1.[CH2:22]([CH:24]1[CH2:26][O:25]1)[CH3:23], predict the reaction product. The product is: [OH:25][CH:24]([CH2:22][CH3:23])[CH2:26][N:1]1[CH2:2][CH2:3][C:4]2([O:11][C:10]3[C:12]4[C:17]([C:18](=[O:21])[C:19](=[O:20])[C:9]=3[S:8][CH2:7]2)=[CH:16][CH:15]=[CH:14][CH:13]=4)[CH2:5][CH2:6]1.